From a dataset of Full USPTO retrosynthesis dataset with 1.9M reactions from patents (1976-2016). Predict the reactants needed to synthesize the given product. (1) Given the product [CH:25]1([N:24]([CH:18]2[CH2:19][CH2:20][CH2:21][CH2:22][CH2:23]2)[CH2:2][CH2:3][CH:4]2[CH2:5][CH2:6][CH:7]([NH:10][C:11](=[O:17])[O:12][CH2:13][CH2:16][CH2:31][CH3:32])[CH2:8][CH2:9]2)[CH2:26][CH2:27][CH2:28][CH2:29][CH2:30]1, predict the reactants needed to synthesize it. The reactants are: O=[CH:2][CH2:3][CH:4]1[CH2:9][CH2:8][CH:7]([NH:10][C:11](=[O:17])[O:12][C:13]([CH3:16])(C)C)[CH2:6][CH2:5]1.[CH:18]1([NH:24][CH:25]2[CH2:30][CH2:29][CH2:28][CH2:27][CH2:26]2)[CH2:23][CH2:22][CH2:21][CH2:20][CH2:19]1.[C:31](O[BH-](OC(=O)C)OC(=O)C)(=O)[CH3:32].[Na+]. (2) Given the product [F:1][C:2]1[CH:3]=[C:4]([C:9]2([OH:14])[CH2:13][CH2:12][N:11]([CH3:17])[CH2:10]2)[CH:5]=[C:6]([F:8])[CH:7]=1, predict the reactants needed to synthesize it. The reactants are: [F:1][C:2]1[CH:3]=[C:4]([C:9]2([OH:14])[CH2:13][CH2:12][NH:11][CH2:10]2)[CH:5]=[C:6]([F:8])[CH:7]=1.C=O.[C:17](O)(=O)C(O)=O. (3) Given the product [CH2:25]([O:27][C:28](=[O:62])[C:29]1[CH:30]=[CH:31][C:32]([O:35][CH2:36][CH2:37][N:38]2[C:42](=[O:43])[CH2:41][CH2:40][CH:39]2[CH2:44][CH2:45][CH:46]([OH:54])[CH2:47][C:48]2[CH:53]=[CH:52][CH:51]=[CH:50][CH:49]=2)=[CH:33][CH:34]=1)[CH3:26], predict the reactants needed to synthesize it. The reactants are: C([Si](C)(C)OC(CC1C=CC=CC=1)CCC1NC(=O)CC1)(C)(C)C.[CH2:25]([O:27][C:28](=[O:62])[C:29]1[CH:34]=[CH:33][C:32]([O:35][CH2:36][CH2:37][N:38]2[C:42](=[O:43])[CH2:41][CH2:40][CH:39]2[CH2:44][CH2:45][CH:46]([O:54][Si](C(C)(C)C)(C)C)[CH2:47][C:48]2[CH:53]=[CH:52][CH:51]=[CH:50][CH:49]=2)=[CH:31][CH:30]=1)[CH3:26]. (4) Given the product [Cl:36][C:31]1[CH:32]=[CH:33][CH:34]=[CH:35][C:30]=1[CH:28]([O:27][C:25]([NH:24][C:19]1[C:20]([CH3:23])=[N:21][O:22][C:18]=1[C:15]1[CH:14]=[CH:13][C:12]([CH:9]2[CH2:10][CH2:11][CH:6]([C:4]([OH:5])=[O:3])[CH2:7][CH2:8]2)=[CH:17][CH:16]=1)=[O:26])[CH3:29], predict the reactants needed to synthesize it. The reactants are: C([O:3][C:4]([CH:6]1[CH2:11][CH2:10][CH:9]([C:12]2[CH:17]=[CH:16][C:15]([C:18]3[O:22][N:21]=[C:20]([CH3:23])[C:19]=3[NH:24][C:25]([O:27][CH:28]([C:30]3[CH:35]=[CH:34][CH:33]=[CH:32][C:31]=3[Cl:36])[CH3:29])=[O:26])=[CH:14][CH:13]=2)[CH2:8][CH2:7]1)=[O:5])C.[Li+].[OH-]. (5) Given the product [C:11]([O:10][C:8](=[O:9])[NH:1][C@H:2]([CH3:5])[CH2:3][OH:4])([CH3:14])([CH3:13])[CH3:12], predict the reactants needed to synthesize it. The reactants are: [NH2:1][C@H:2]([CH3:5])[CH2:3][OH:4].[OH-].[Na+].[C:8](O[C:8]([O:10][C:11]([CH3:14])([CH3:13])[CH3:12])=[O:9])([O:10][C:11]([CH3:14])([CH3:13])[CH3:12])=[O:9]. (6) Given the product [NH2:14][C:15]1[N:20]=[CH:19][C:18](/[CH:21]=[CH:22]/[C:23]([N:8]([CH3:9])[CH2:7][C:6]2[S:5][C:4]3[CH:10]=[CH:11][CH:12]=[CH:13][C:3]=3[C:2]=2[CH3:1])=[O:25])=[CH:17][CH:16]=1, predict the reactants needed to synthesize it. The reactants are: [CH3:1][C:2]1[C:3]2[CH:13]=[CH:12][CH:11]=[CH:10][C:4]=2[S:5][C:6]=1[CH2:7][NH:8][CH3:9].[NH2:14][C:15]1[N:20]=[CH:19][C:18](/[CH:21]=[CH:22]/[C:23]([OH:25])=O)=[CH:17][CH:16]=1.C1C=CC2N(O)N=NC=2C=1.O.C1CCC(N=C=NC2CCCCC2)CC1.